Dataset: Forward reaction prediction with 1.9M reactions from USPTO patents (1976-2016). Task: Predict the product of the given reaction. Given the reactants [F:1][C:2]([F:7])([F:6])[C:3]([OH:5])=[O:4].[CH:8]1([CH:13]([N:19]2[CH:23]=[C:22]([C:24]3[C:25]4[CH:32]=[CH:31][NH:30][C:26]=4[N:27]=[CH:28][N:29]=3)[CH:21]=[N:20]2)[CH2:14][CH:15]=[C:16]([F:18])[F:17])[CH2:12][CH2:11][CH2:10][CH2:9]1, predict the reaction product. The product is: [F:1][C:2]([F:7])([F:6])[C:3]([OH:5])=[O:4].[CH:8]1([CH:13]([N:19]2[CH:23]=[C:22]([C:24]3[C:25]4[CH:32]=[CH:31][NH:30][C:26]=4[N:27]=[CH:28][N:29]=3)[CH:21]=[N:20]2)[CH2:14][CH2:15][CH:16]([F:17])[F:18])[CH2:12][CH2:11][CH2:10][CH2:9]1.